This data is from Full USPTO retrosynthesis dataset with 1.9M reactions from patents (1976-2016). The task is: Predict the reactants needed to synthesize the given product. (1) Given the product [F:40][C:41]1[CH:42]=[C:43]([C:2]2[CH:39]=[CH:38][CH:37]=[C:4]([CH2:5][N:6]3[C:10]4[CH:11]=[CH:12][C:13]([O:15][CH2:16][C:17]5[CH:26]=[CH:25][C:24]6[C:19](=[CH:20][CH:21]=[CH:22][CH:23]=6)[N:18]=5)=[CH:14][C:9]=4[N:8]=[C:7]3[C@@H:27]3[C@H:29]([C:30]([OH:32])=[O:31])[C:28]3([CH3:36])[CH3:35])[CH:3]=2)[CH:44]=[CH:45][C:46]=1[F:47], predict the reactants needed to synthesize it. The reactants are: Br[C:2]1[CH:3]=[C:4]([CH:37]=[CH:38][CH:39]=1)[CH2:5][N:6]1[C:10]2[CH:11]=[CH:12][C:13]([O:15][CH2:16][C:17]3[CH:26]=[CH:25][C:24]4[C:19](=[CH:20][CH:21]=[CH:22][CH:23]=4)[N:18]=3)=[CH:14][C:9]=2[N:8]=[C:7]1[C@@H:27]1[C@H:29]([C:30]([O:32]CC)=[O:31])[C:28]1([CH3:36])[CH3:35].[F:40][C:41]1[CH:42]=[C:43](B(O)O)[CH:44]=[CH:45][C:46]=1[F:47]. (2) Given the product [CH3:19][N:18]([CH3:20])[C:17]([C:4]1[CH:3]=[C:2]([B:22]2[O:26][C:25]([CH3:28])([CH3:27])[C:24]([CH3:30])([CH3:29])[O:23]2)[CH:7]=[CH:6][C:5]=1[NH:8][C:9]([N:11]1[CH2:16][CH2:15][O:14][CH2:13][CH2:12]1)=[O:10])=[O:21], predict the reactants needed to synthesize it. The reactants are: Br[C:2]1[CH:7]=[CH:6][C:5]([NH:8][C:9]([N:11]2[CH2:16][CH2:15][O:14][CH2:13][CH2:12]2)=[O:10])=[C:4]([C:17](=[O:21])[N:18]([CH3:20])[CH3:19])[CH:3]=1.[B:22]1([B:22]2[O:26][C:25]([CH3:28])([CH3:27])[C:24]([CH3:30])([CH3:29])[O:23]2)[O:26][C:25]([CH3:28])([CH3:27])[C:24]([CH3:30])([CH3:29])[O:23]1.C([O-])(=O)C.[K+].ClCCl.